From a dataset of Full USPTO retrosynthesis dataset with 1.9M reactions from patents (1976-2016). Predict the reactants needed to synthesize the given product. Given the product [CH3:1][O:2][C:3](=[O:12])[CH2:4][S:5][C:6]1[S:10][C:9]([NH:11][C:18]([N:32]([CH:29]2[CH2:30][CH2:31][CH:26]([CH3:25])[CH2:27][CH2:28]2)[CH2:33][C:34]([CH3:42])([C:36]2[CH:37]=[CH:38][CH:39]=[CH:40][CH:41]=2)[CH3:35])=[O:19])=[N:8][CH:7]=1, predict the reactants needed to synthesize it. The reactants are: [CH3:1][O:2][C:3](=[O:12])[CH2:4][S:5][C:6]1[S:10][C:9]([NH2:11])=[N:8][CH:7]=1.C1N=CN([C:18](N2C=NC=C2)=[O:19])C=1.[CH3:25][CH:26]1[CH2:31][CH2:30][CH:29]([NH:32][CH2:33][C:34]([CH3:42])([C:36]2[CH:41]=[CH:40][CH:39]=[CH:38][CH:37]=2)[CH3:35])[CH2:28][CH2:27]1.